This data is from Forward reaction prediction with 1.9M reactions from USPTO patents (1976-2016). The task is: Predict the product of the given reaction. Given the reactants Br[C:2]1[CH:3]=[CH:4][C:5]([NH:8][C:9](=[O:16])[CH2:10][CH2:11][C:12]([O:14][CH3:15])=[O:13])=[N:6][CH:7]=1.C(N(CC)CC)C.[C:24]([Si:26]([CH3:29])([CH3:28])[CH3:27])#[CH:25], predict the reaction product. The product is: [O:16]=[C:9]([NH:8][C:5]1[CH:4]=[CH:3][C:2]([C:25]#[C:24][Si:26]([CH3:29])([CH3:28])[CH3:27])=[CH:7][N:6]=1)[CH2:10][CH2:11][C:12]([O:14][CH3:15])=[O:13].